From a dataset of Reaction yield outcomes from USPTO patents with 853,638 reactions. Predict the reaction yield, written as a fraction of the theoretical maximum amount of product (1.0 means a 100% yield; for example, 0.34 means a 34% yield). (1) The reactants are [O:1]=[C:2]1[N:7]2[N:8]=[CH:9][C:10]([C:11]3[CH:16]=[CH:15][CH:14]=[CH:13][N:12]=3)=[C:6]2[NH:5][C:4]([C:17]2[CH:26]=[CH:25][C:20]([C:21]([NH:23][NH2:24])=[O:22])=[CH:19][CH:18]=2)=[CH:3]1.[CH3:27]C1C=CC(S(O)(=O)=O)=CC=1.C(OCC)(OCC)OCC. The catalyst is CCCCO. The product is [O:22]1[CH:27]=[N:24][N:23]=[C:21]1[C:20]1[CH:25]=[CH:26][C:17]([C:4]2[NH:5][C:6]3[N:7]([N:8]=[CH:9][C:10]=3[C:11]3[CH:16]=[CH:15][CH:14]=[CH:13][N:12]=3)[C:2](=[O:1])[CH:3]=2)=[CH:18][CH:19]=1. The yield is 0.260. (2) The reactants are [CH2:1]([O:3][C:4](=[O:13])[CH2:5][C:6]1[CH:11]=[CH:10][C:9](Br)=[CH:8][CH:7]=1)[CH3:2].[F:14][C:15]([F:26])([F:25])[C:16]1[C:24]2[CH2:23][CH2:22][CH2:21][CH2:20][C:19]=2[NH:18][N:17]=1.C(=O)([O-])[O-].[K+].[K+].CN[C@@H]1CCCC[C@H]1NC. The catalyst is C1(C)C=CC=CC=1.[Cu]I.CN[C@@H]1CCCC[C@H]1NC. The product is [F:26][C:15]([F:14])([F:25])[C:16]1[C:24]2[CH2:23][CH2:22][CH2:21][CH2:20][C:19]=2[N:18]([C:9]2[CH:10]=[CH:11][C:6]([CH2:5][C:4]([O:3][CH2:1][CH3:2])=[O:13])=[CH:7][CH:8]=2)[N:17]=1. The yield is 0.870.